Dataset: Cav3 T-type calcium channel HTS with 100,875 compounds. Task: Binary Classification. Given a drug SMILES string, predict its activity (active/inactive) in a high-throughput screening assay against a specified biological target. (1) The drug is o1nc(nc1c1cc(OC)c(OC)c(OC)c1)c1c(OC)cccc1. The result is 0 (inactive). (2) The drug is Clc1c(c2NC(=O)C3(NC(C4C3C(=O)N(C4=O)c3ccc(F)cc3)CCC(=O)N)c2cc1)C. The result is 0 (inactive). (3) The molecule is Clc1c(N(S(=O)(=O)C)CC(=O)N2CCN(CC2)c2ccccc2)cccc1. The result is 0 (inactive). (4) The molecule is S(CC(=O)N(C(C)(C)C)Cc1ccccc1)c1oc(nn1)c1cc(OC)c(OC)c(OC)c1. The result is 0 (inactive). (5) The molecule is Brc1cc2c(NC(=O)CNC)c([nH]c2cc1)C(OCC)=O. The result is 0 (inactive). (6) The molecule is O1C(C(OC(=O)C)C(OC(=O)/C(C)=C\C)c2c1ccc1c2oc(=O)cc1)(C)C. The result is 0 (inactive). (7) The compound is O1CCN(CCNC(=O)c2n(c3nc4n(c(=O)c3c2)cccc4)Cc2ccccc2)CC1. The result is 0 (inactive).